Dataset: Full USPTO retrosynthesis dataset with 1.9M reactions from patents (1976-2016). Task: Predict the reactants needed to synthesize the given product. Given the product [Cl:1][C:2]1[CH:3]=[C:4]([S:8]([NH:11][C:12]2[CH:17]=[C:16]([Cl:39])[N:15]=[C:14]3[S:19][C:20]([CH3:30])=[C:21]([C:22]4[CH:27]=[CH:26][CH:25]=[C:24]([O:28][CH3:29])[CH:23]=4)[C:13]=23)(=[O:9])=[O:10])[CH:5]=[CH:6][CH:7]=1, predict the reactants needed to synthesize it. The reactants are: [Cl:1][C:2]1[CH:3]=[C:4]([S:8]([NH:11][C:12]2[C:13]3[C:21]([C:22]4[CH:27]=[CH:26][CH:25]=[C:24]([O:28][CH3:29])[CH:23]=4)=[C:20]([CH3:30])[S:19][C:14]=3[NH:15][C:16](=O)[CH:17]=2)(=[O:10])=[O:9])[CH:5]=[CH:6][CH:7]=1.C1(P(Cl)([Cl:39])=O)C=CC=CC=1.